This data is from Reaction yield outcomes from USPTO patents with 853,638 reactions. The task is: Predict the reaction yield, written as a fraction of the theoretical maximum amount of product (1.0 means a 100% yield; for example, 0.34 means a 34% yield). The reactants are Br[CH2:2][C:3]1[C:8]([Cl:9])=[C:7]([Cl:10])[CH:6]=[CH:5][C:4]=1[Cl:11].[NH2:12][C:13]1[N:18]=[C:17]([SH:19])[N:16]=[C:15]([OH:20])[CH:14]=1.C(N(CC)CC)C. The catalyst is C(O)C. The product is [NH2:12][C:13]1[N:18]=[C:17]([S:19][CH2:2][C:3]2[C:4]([Cl:11])=[CH:5][CH:6]=[C:7]([Cl:10])[C:8]=2[Cl:9])[N:16]=[C:15]([OH:20])[CH:14]=1. The yield is 0.540.